From a dataset of Full USPTO retrosynthesis dataset with 1.9M reactions from patents (1976-2016). Predict the reactants needed to synthesize the given product. Given the product [CH3:25][O:24][C:17]1[CH:16]=[C:15]([CH:2]([C:3]([O:5][CH2:6][CH3:7])=[O:4])[C:1]([O:9][CH2:10][CH3:11])=[O:8])[CH:20]=[CH:19][C:18]=1[N+:21]([O-:23])=[O:22], predict the reactants needed to synthesize it. The reactants are: [C:1]([O:9][CH2:10][CH3:11])(=[O:8])[CH2:2][C:3]([O:5][CH2:6][CH3:7])=[O:4].[H-].[Na+].F[C:15]1[CH:20]=[CH:19][C:18]([N+:21]([O-:23])=[O:22])=[C:17]([O:24][CH3:25])[CH:16]=1.C(OCC)(=O)C.